Dataset: Catalyst prediction with 721,799 reactions and 888 catalyst types from USPTO. Task: Predict which catalyst facilitates the given reaction. (1) Reactant: [NH2:1][CH2:2][P:3](=[O:10])([CH2:7][CH2:8][OH:9])[CH2:4][CH2:5][OH:6].[CH3:11][O:12][C:13](=[O:19])[CH2:14][CH2:15][C:16](O)=[O:17].C(Cl)CCl. Product: [OH:6][CH2:5][CH2:4][P:3]([CH2:2][NH:1][C:16](=[O:17])[CH2:15][CH2:14][C:13]([O:12][CH3:11])=[O:19])([CH2:7][CH2:8][OH:9])=[O:10]. The catalyst class is: 44. (2) Reactant: [O:1]1[C:5]2[CH:6]=[CH:7][C:8]([C:10]3([C:13]([NH:15][C:16]4[CH:21]=[CH:20][C:19]([CH2:22][C:23]#[N:24])=[C:18](Br)[CH:17]=4)=[O:14])[CH2:12][CH2:11]3)=[CH:9][C:4]=2[O:3][CH2:2]1.[CH3:26][N:27]([CH3:39])[C:28]([C:30]1[CH:35]=[CH:34][C:33](B(O)O)=[CH:32][CH:31]=1)=[O:29].C([O-])([O-])=O.[K+].[K+]. Product: [O:1]1[C:5]2[CH:6]=[CH:7][C:8]([C:10]3([C:13]([NH:15][C:16]4[CH:21]=[CH:20][C:19]([CH2:22][C:23]#[N:24])=[C:18]([C:33]5[CH:34]=[CH:35][C:30]([C:28]([N:27]([CH3:39])[CH3:26])=[O:29])=[CH:31][CH:32]=5)[CH:17]=4)=[O:14])[CH2:12][CH2:11]3)=[CH:9][C:4]=2[O:3][CH2:2]1. The catalyst class is: 9. (3) Reactant: [Li]CCCC.[F:6][C:7]1[C:12]([F:13])=[C:11]([O:14][CH2:15][CH2:16][CH3:17])[CH:10]=[CH:9][C:8]=1[C:18]1[CH:23]=[CH:22][C:21]([C:24]2[Se:25][CH:26]=[CH:27][CH:28]=2)=[CH:20][CH:19]=1.[CH:29](N1CCOCC1)=[O:30].Cl. Product: [F:6][C:7]1[C:12]([F:13])=[C:11]([O:14][CH2:15][CH2:16][CH3:17])[CH:10]=[CH:9][C:8]=1[C:18]1[CH:23]=[CH:22][C:21]([C:24]2[Se:25][C:26]([CH:29]=[O:30])=[CH:27][CH:28]=2)=[CH:20][CH:19]=1. The catalyst class is: 20. (4) Product: [ClH:31].[ClH:31].[NH2:10][CH2:9][CH:8]([C:6]1[S:7][C:3]([CH2:2][OH:1])=[CH:4][CH:5]=1)[C:18]([NH:20][C:21]1[CH:22]=[C:23]2[C:28](=[CH:29][CH:30]=1)[CH:27]=[N:26][CH:25]=[CH:24]2)=[O:19]. The catalyst class is: 2. Reactant: [OH:1][CH2:2][C:3]1[S:7][C:6]([CH:8]([C:18]([NH:20][C:21]2[CH:22]=[C:23]3[C:28](=[CH:29][CH:30]=2)[CH:27]=[N:26][CH:25]=[CH:24]3)=[O:19])[CH2:9][NH:10]C(=O)OC(C)(C)C)=[CH:5][CH:4]=1.[ClH:31].O1CCOCC1.